Dataset: Catalyst prediction with 721,799 reactions and 888 catalyst types from USPTO. Task: Predict which catalyst facilitates the given reaction. (1) Reactant: [Cl:1][C:2]1[C:7]([C:8]([O:10][CH2:11][CH3:12])=[O:9])=[CH:6][N:5]=[C:4]2[N:13]([Si](C(C)C)(C(C)C)C(C)C)[CH:14]=[CH:15][C:3]=12.CCCC[N+](CCCC)(CCCC)CCCC.[F-]. Product: [Cl:1][C:2]1[C:7]([C:8]([O:10][CH2:11][CH3:12])=[O:9])=[CH:6][N:5]=[C:4]2[NH:13][CH:14]=[CH:15][C:3]=12. The catalyst class is: 1. (2) Reactant: [CH:1]1([C:4]#[C:5][C:6]2[CH2:11][CH2:10][N:9](C(OC(C)(C)C)=O)[CH2:8][CH:7]=2)[CH2:3][CH2:2]1.Cl. Product: [CH:1]1([C:4]#[C:5][C:6]2[CH2:11][CH2:10][NH:9][CH2:8][CH:7]=2)[CH2:2][CH2:3]1. The catalyst class is: 12. (3) Reactant: [OH:1][C:2]1[CH:3]=[C:4]([C:8]2[N:16]=[C:15]([N:17]3[CH2:22][CH2:21][O:20][CH2:19][CH2:18]3)[N:14]=[C:13]3[C:9]=2[N:10]=[CH:11][N:12]3[CH2:23][C:24]([N:26]2[CH2:30][CH2:29][CH2:28][CH2:27]2)=O)[CH:5]=[CH:6][CH:7]=1. Product: [O:20]1[CH2:19][CH2:18][N:17]([C:15]2[N:14]=[C:13]3[C:9]([N:10]=[CH:11][N:12]3[CH2:23][CH2:24][N:26]3[CH2:27][CH2:28][CH2:29][CH2:30]3)=[C:8]([C:4]3[CH:3]=[C:2]([OH:1])[CH:7]=[CH:6][CH:5]=3)[N:16]=2)[CH2:22][CH2:21]1. The catalyst class is: 1. (4) Reactant: [NH2:1][CH2:2][CH:3]([OH:5])[CH3:4].[C:6]1(=O)[O:11][C:9](=[O:10])[C:8]2=[CH:12][CH:13]=[CH:14][CH:15]=[C:7]12.C(N(CC)CC)C.C1(C)C=CC=CC=1. Product: [CH2:6]([O:11][C:9]([NH:1][CH2:2][CH:3]([OH:5])[CH3:4])=[O:10])[C:7]1[CH:8]=[CH:12][CH:13]=[CH:14][CH:15]=1. The catalyst class is: 6. (5) Reactant: C(O[C:6]1([F:38])[C:33](CC=O)=[CH:32][C:31]([F:37])=[CH:30][CH:7]1[O:8][CH2:9][CH2:10][C@@H:11]1[CH2:13][C@@H:12]1[CH:14]1[CH2:19][CH2:18][N:17]([C:20]([O:22][CH2:23][C:24]2[CH:29]=[CH:28][CH:27]=[CH:26][CH:25]=2)=[O:21])[CH2:16][CH2:15]1)(C)(C)C.[C:39]([OH:45])([C:41](F)(F)F)=[O:40]. Product: [CH2:23]([O:22][C:20]([N:17]1[CH2:16][CH2:15][CH:14]([C@H:12]2[CH2:13][C@H:11]2[CH2:10][CH2:9][O:8][C:7]2[C:6]([F:38])=[CH:33][C:32]([CH2:41][C:39]([OH:45])=[O:40])=[C:31]([F:37])[CH:30]=2)[CH2:19][CH2:18]1)=[O:21])[C:24]1[CH:25]=[CH:26][CH:27]=[CH:28][CH:29]=1. The catalyst class is: 4. (6) Reactant: C[O:2][C:3](=[O:16])[C:4]1[CH:9]=[CH:8][C:7]([N:10]2[CH:14]=[CH:13][N:12]=[C:11]2[CH3:15])=[CH:6][CH:5]=1.[OH-].[Na+]. Product: [CH3:15][C:11]1[N:10]([C:7]2[CH:8]=[CH:9][C:4]([C:3]([OH:16])=[O:2])=[CH:5][CH:6]=2)[CH:14]=[CH:13][N:12]=1. The catalyst class is: 24. (7) Reactant: Br[C:2]1[S:3][C:4]([C:12](OC)=[O:13])=[C:5]([CH2:7][C:8](OC)=[O:9])[N:6]=1.[H-].[Al+3].[Li+].[H-].[H-].[H-].[OH-].[Na+].S([O-])([O-])(=O)=O.[Mg+2]. Product: [OH:9][CH2:8][CH2:7][C:5]1[N:6]=[CH:2][S:3][C:4]=1[CH2:12][OH:13]. The catalyst class is: 30. (8) Reactant: C([O:3][C:4]([C:6]1[N:7]=[C:8]([C:12]2[CH:17]=[CH:16][CH:15]=[CH:14][C:13]=2[Cl:18])[NH:9][C:10]=1[CH3:11])=[O:5])C.[OH-].[Na+]. Product: [Cl:18][C:13]1[CH:14]=[CH:15][CH:16]=[CH:17][C:12]=1[C:8]1[NH:9][C:10]([CH3:11])=[C:6]([C:4]([OH:5])=[O:3])[N:7]=1. The catalyst class is: 8. (9) Reactant: [F:1][C:2]([F:19])([F:18])[C:3]([NH:5][C@H:6]1[C:15]2[C:10](=[CH:11][C:12]([CH2:16][OH:17])=[CH:13][CH:14]=2)[CH2:9][CH2:8][CH2:7]1)=[O:4].[C:20](OC(=O)C)(=[O:22])[CH3:21].C(N(CC)CC)C. Product: [F:1][C:2]([F:18])([F:19])[C:3]([NH:5][C@@H:6]1[CH2:7][CH2:8][CH2:9][C:10]2[CH:11]=[C:12]([CH2:16][O:17][C:20](=[O:22])[CH3:21])[CH:13]=[CH:14][C:15]1=2)=[O:4]. The catalyst class is: 64. (10) Reactant: [NH2:1][OH:2].[C:3](O[C:3]([O:5][C:6]([CH3:9])([CH3:8])[CH3:7])=[O:4])([O:5][C:6]([CH3:9])([CH3:8])[CH3:7])=[O:4].C(OCC)(=O)C. Product: [C:3]([NH:1][OH:2])([O:5][C:6]([CH3:9])([CH3:8])[CH3:7])=[O:4]. The catalyst class is: 134.